This data is from Reaction yield outcomes from USPTO patents with 853,638 reactions. The task is: Predict the reaction yield, written as a fraction of the theoretical maximum amount of product (1.0 means a 100% yield; for example, 0.34 means a 34% yield). (1) The reactants are [NH2:1][C:2]1[CH:3]=[N:4][CH:5]=[CH:6][C:7]=1[CH2:8][CH2:9][O:10][C:11]1[C:20]2[C:15](=[CH:16][CH:17]=[CH:18][CH:19]=2)[C:14]([NH:21][C:22]([NH:24][C:25]2[N:29]([C:30]3[CH:35]=[CH:34][C:33]([CH3:36])=[CH:32][CH:31]=3)[N:28]=[C:27]([C:37]([CH3:40])([CH3:39])[CH3:38])[CH:26]=2)=[O:23])=[CH:13][CH:12]=1.[CH3:41][O:42][CH2:43][CH2:44][O:45][CH2:46][C:47](Cl)=[O:48]. The product is [C:37]([C:27]1[CH:26]=[C:25]([NH:24][C:22](=[O:23])[NH:21][C:14]2[C:15]3[C:20](=[CH:19][CH:18]=[CH:17][CH:16]=3)[C:11]([O:10][CH2:9][CH2:8][C:7]3[CH:6]=[CH:5][N:4]=[CH:3][C:2]=3[NH:1][C:47](=[O:48])[CH2:46][O:45][CH2:44][CH2:43][O:42][CH3:41])=[CH:12][CH:13]=2)[N:29]([C:30]2[CH:35]=[CH:34][C:33]([CH3:36])=[CH:32][CH:31]=2)[N:28]=1)([CH3:40])([CH3:39])[CH3:38]. The yield is 0.560. The catalyst is CN(C1C=CN=CC=1)C.C(Cl)Cl. (2) The reactants are [CH:1]1([O:4][C:5]2[CH:6]=[C:7]3[C:12](=[CH:13][CH:14]=2)[N:11]=[C:10]([C:15]([C:20]2[N:24](COCC[Si](C)(C)C)[N:23]=[N:22][CH:21]=2)([OH:19])[CH:16]([CH3:18])[CH3:17])[CH:9]=[CH:8]3)[CH2:3][CH2:2]1.[F-].[Cs+].CCCC[N+](CCCC)(CCCC)CCCC.[F-]. The catalyst is C1COCC1. The product is [CH:1]1([O:4][C:5]2[CH:6]=[C:7]3[C:12](=[CH:13][CH:14]=2)[N:11]=[C:10]([C:15]([C:20]2[N:24]=[N:23][NH:22][CH:21]=2)([OH:19])[CH:16]([CH3:18])[CH3:17])[CH:9]=[CH:8]3)[CH2:2][CH2:3]1. The yield is 0.330. (3) The reactants are [NH2:1][C:2]1[C:3]([C:16]([O-:18])=[O:17])=[N:4][C:5]([C:9]2[CH:14]=[CH:13][CH:12]=[CH:11][C:10]=2[F:15])=[C:6]([F:8])[CH:7]=1.[Li+].[OH-]. No catalyst specified. The product is [NH2:1][C:2]1[C:3]([C:16]([OH:18])=[O:17])=[N:4][C:5]([C:9]2[CH:14]=[CH:13][CH:12]=[CH:11][C:10]=2[F:15])=[C:6]([F:8])[CH:7]=1. The yield is 0.900. (4) The reactants are [CH3:1][O:2][C:3]1[CH:4]=[C:5]([CH:8]=[C:9]([O:11][CH3:12])[CH:10]=1)[CH:6]=[O:7].[Br:13]Br. The catalyst is C(O)(=O)C. The product is [Br:13][C:8]1[C:9]([O:11][CH3:12])=[CH:10][C:3]([O:2][CH3:1])=[CH:4][C:5]=1[CH:6]=[O:7]. The yield is 0.660. (5) The reactants are [C:1]1([CH3:24])[CH:6]=[CH:5][C:4]([S:7]([O:10][CH2:11][C@@H:12]([CH2:22][CH3:23])[CH2:13][O:14]CC2C=CC=CC=2)(=[O:9])=[O:8])=[CH:3][CH:2]=1. The catalyst is [OH-].[Pd+2].[OH-].C(O)C. The product is [C:1]1([CH3:24])[CH:2]=[CH:3][C:4]([S:7]([O:10][CH2:11][C@@H:12]([CH2:22][CH3:23])[CH2:13][OH:14])(=[O:8])=[O:9])=[CH:5][CH:6]=1. The yield is 0.920. (6) The reactants are [Cl:1][CH2:2][C:3]1[CH:11]=[CH:10][CH:9]=[C:8]2[C:4]=1[CH:5]=[N:6][NH:7]2.[CH3:12][C:13]([O:16][C:17](O[C:17]([O:16][C:13]([CH3:15])([CH3:14])[CH3:12])=[O:18])=[O:18])([CH3:15])[CH3:14]. The catalyst is C(Cl)Cl.CN(C1C=CN=CC=1)C. The product is [Cl:1][CH2:2][C:3]1[CH:11]=[CH:10][CH:9]=[C:8]2[C:4]=1[CH:5]=[N:6][N:7]2[C:17]([O:16][C:13]([CH3:15])([CH3:14])[CH3:12])=[O:18]. The yield is 0.880. (7) The product is [C:1]([C:3]1[C:33](=[O:34])[C@@H:32]([CH3:35])[C@@H:6]2[CH2:7][CH2:8][C:9]3[C:10]([C:16]4[CH:17]=[C:18]([C:22]5[CH:23]=[CH:24][C:25]([C:28]([NH2:43])=[O:30])=[CH:26][CH:27]=5)[CH:19]=[CH:20][CH:21]=4)=[N:11][C:12]([CH3:15])=[N:13][C:14]=3[C@@:5]2([C:36]2[CH:41]=[CH:40][CH:39]=[CH:38][CH:37]=2)[CH:4]=1)#[N:2]. The reactants are [C:1]([C:3]1[C:33](=[O:34])[C@@H:32]([CH3:35])[C@@H:6]2[CH2:7][CH2:8][C:9]3[C:10]([C:16]4[CH:17]=[C:18]([C:22]5[CH:27]=[CH:26][C:25]([C:28]([O:30]C)=O)=[CH:24][CH:23]=5)[CH:19]=[CH:20][CH:21]=4)=[N:11][C:12]([CH3:15])=[N:13][C:14]=3[C@@:5]2([C:36]2[CH:41]=[CH:40][CH:39]=[CH:38][CH:37]=2)[CH:4]=1)#[N:2].[OH-].[NH4+:43]. No catalyst specified. The yield is 0.340. (8) The reactants are [Cl:1][C:2]1[C:7]([F:8])=[CH:6][C:5]([CH3:9])=[CH:4][N:3]=1.[Br:10]N1C(=O)CCC1=O.C(OOC(=O)C1C=CC=CC=1)(=O)C1C=CC=CC=1. The catalyst is C(Cl)(Cl)(Cl)Cl. The product is [Br:10][CH2:9][C:5]1[CH:6]=[C:7]([F:8])[C:2]([Cl:1])=[N:3][CH:4]=1. The yield is 0.510. (9) The reactants are Br[CH2:2][C:3]1[CH:8]=[CH:7][C:6]([C:9]2[CH:13]=[C:12]([C:14]([NH2:16])=[O:15])[O:11][N:10]=2)=[CH:5][CH:4]=1.[CH:17]1[C:22]([OH:23])=[CH:21][CH:20]=[CH:19][C:18]=1[CH3:24].C([O-])([O-])=O.[K+].[K+]. The catalyst is CC#N. The product is [C:18]1([CH3:24])[CH:19]=[CH:20][CH:21]=[C:22]([O:23][CH2:2][C:3]2[CH:8]=[CH:7][C:6]([C:9]3[CH:13]=[C:12]([C:14]([NH2:16])=[O:15])[O:11][N:10]=3)=[CH:5][CH:4]=2)[CH:17]=1. The yield is 0.610. (10) The reactants are [CH:1]([N:4]1[CH2:9][CH2:8][CH:7]([O:10][C:11]2[CH:19]=[CH:18][C:17]3[N:16]4[CH2:20][CH2:21][NH:22][C:23](=[O:24])[C:15]4=[CH:14][C:13]=3[CH:12]=2)[CH2:6][CH2:5]1)([CH3:3])[CH3:2].[H-].[Na+].[C:27]([C:29]1[CH:36]=[CH:35][CH:34]=[CH:33][C:30]=1[CH2:31]Br)#[N:28]. No catalyst specified. The product is [CH:1]([N:4]1[CH2:9][CH2:8][CH:7]([O:10][C:11]2[CH:19]=[CH:18][C:17]3[N:16]4[CH2:20][CH2:21][N:22]([CH2:31][C:30]5[CH:33]=[CH:34][CH:35]=[CH:36][C:29]=5[C:27]#[N:28])[C:23](=[O:24])[C:15]4=[CH:14][C:13]=3[CH:12]=2)[CH2:6][CH2:5]1)([CH3:3])[CH3:2]. The yield is 0.810.